This data is from Catalyst prediction with 721,799 reactions and 888 catalyst types from USPTO. The task is: Predict which catalyst facilitates the given reaction. (1) Reactant: [N:1]12[CH2:8][CH2:7][CH:4]([CH2:5][CH2:6]1)[C@@H:3]([O:9][C:10]1[CH:23]=[CH:22][C:13]([O:14][C:15]3[CH:20]=[CH:19][C:18]([OH:21])=[CH:17][CH:16]=3)=[CH:12][CH:11]=1)[CH2:2]2.CO.[C:26]([OH:33])(=[O:32])/[CH:27]=[CH:28]/[C:29]([OH:31])=[O:30]. Product: [C:26]([OH:33])(=[O:32])/[CH:27]=[CH:28]/[C:29]([OH:31])=[O:30].[N:1]12[CH2:8][CH2:7][CH:4]([CH2:5][CH2:6]1)[C@@H:3]([O:9][C:10]1[CH:11]=[CH:12][C:13]([O:14][C:15]3[CH:20]=[CH:19][C:18]([OH:21])=[CH:17][CH:16]=3)=[CH:22][CH:23]=1)[CH2:2]2. The catalyst class is: 13. (2) Reactant: [C:1]([O:5][C:6](=[O:19])[C:7]([S:10][C:11]1[S:12][CH:13]=[C:14]([CH2:16][CH2:17][OH:18])[N:15]=1)([CH3:9])[CH3:8])([CH3:4])([CH3:3])[CH3:2].C1(P(C2C=CC=CC=2)C2C=CC=CC=2)C=CC=CC=1.[N+:39]([C:42]1[CH:47]=[CH:46][C:45]([C:48]2[CH:53]=[CH:52][C:51](O)=[CH:50][CH:49]=2)=[CH:44][CH:43]=1)([O-:41])=[O:40].N(C(OC(C)C)=O)=NC(OC(C)C)=O. Product: [C:1]([O:5][C:6](=[O:19])[C:7]([CH3:9])([S:10][C:11]1[S:12][CH:13]=[C:14]([CH2:16][CH2:17][O:18][C:51]2[CH:50]=[CH:49][C:48]([C:45]3[CH:46]=[CH:47][C:42]([N+:39]([O-:41])=[O:40])=[CH:43][CH:44]=3)=[CH:53][CH:52]=2)[N:15]=1)[CH3:8])([CH3:2])([CH3:4])[CH3:3]. The catalyst class is: 7. (3) Reactant: [CH3:1][N:2]1[CH2:11][C:10]([CH3:13])([CH3:12])[C:9]2[C:4](=[CH:5][C:6](N)=[CH:7][CH:8]=2)[CH2:3]1.N([O-])=O.[Na+].[BrH:19]. Product: [Br:19][C:6]1[CH:5]=[C:4]2[C:9]([C:10]([CH3:13])([CH3:12])[CH2:11][N:2]([CH3:1])[CH2:3]2)=[CH:8][CH:7]=1. The catalyst class is: 561. (4) Reactant: CC(OI1(OC(C)=O)(OC(C)=O)OC(=O)C2C=CC=CC1=2)=O.FC(F)(F)C([O-])=O.[F:30][C:31]1[C:36]([F:37])=[CH:35][CH:34]=[CH:33][C:32]=1[C@H:38]1[CH2:44][NH:43][C:42](=[N:45][CH2:46][CH:47](O)[CH:48]([CH3:50])[CH3:49])[C@H:41]([NH:52][C:53]([N:55]2[CH2:60][CH2:59][CH:58]([N:61]3[C:69]4[C:64](=[N:65][CH:66]=[CH:67][CH:68]=4)[NH:63][C:62]3=[O:70])[CH2:57][CH2:56]2)=[O:54])[CH2:40][CH2:39]1.C(O)(=O)C.S([O-])([O-])=O.[Na+].[Na+]. Product: [F:30][C:31]1[C:36]([F:37])=[CH:35][CH:34]=[CH:33][C:32]=1[C@H:38]1[CH2:44][N:43]2[C:47]([CH:48]([CH3:50])[CH3:49])=[CH:46][N:45]=[C:42]2[C@H:41]([NH:52][C:53]([N:55]2[CH2:60][CH2:59][CH:58]([N:61]3[C:69]4[C:64](=[N:65][CH:66]=[CH:67][CH:68]=4)[NH:63][C:62]3=[O:70])[CH2:57][CH2:56]2)=[O:54])[CH2:40][CH2:39]1. The catalyst class is: 429. (5) Reactant: [OH:1][C:2]1[CH:7]=[CH:6][C:5]([C@H:8]([NH:10][C:11](=[O:17])[O:12][C:13]([CH3:16])([CH3:15])[CH3:14])[CH3:9])=[CH:4][CH:3]=1. Product: [OH:1][CH:2]1[CH2:7][CH2:6][CH:5]([C@H:8]([NH:10][C:11](=[O:17])[O:12][C:13]([CH3:16])([CH3:15])[CH3:14])[CH3:9])[CH2:4][CH2:3]1. The catalyst class is: 847. (6) Reactant: C(N(CC)CC)C.[CH:8]([C:10]1[C:18]2[C:13](=[CH:14][CH:15]=[CH:16][CH:17]=2)[N:12](C(OC(C)(C)C)=O)[CH:11]=1)=[O:9].[CH3:26][O:27][C:28]1[CH:29]=[C:30]([CH:41]=[CH:42][CH:43]=1)[N:31]=[CH:32][C:33]1[CH:38]=[CH:37][C:36]([O:39][CH3:40])=[CH:35][N:34]=1. Product: [NH:12]1[C:13]2[C:18](=[CH:17][CH:16]=[CH:15][CH:14]=2)[C:10]([C:8](=[O:9])[CH:32]([NH:31][C:30]2[CH:41]=[CH:42][CH:43]=[C:28]([O:27][CH3:26])[CH:29]=2)[C:33]2[CH:38]=[CH:37][C:36]([O:39][CH3:40])=[CH:35][N:34]=2)=[CH:11]1. The catalyst class is: 433.